Predict the product of the given reaction. From a dataset of Forward reaction prediction with 1.9M reactions from USPTO patents (1976-2016). (1) The product is: [CH:21]1[C:29]2[C:28]3[CH:30]=[CH:31][CH:32]=[CH:33][C:27]=3[O:26][C:25]=2[CH:24]=[C:23]([S:34]([N:18]2[CH2:17][CH2:16][N:15]([C:13]([CH:10]3[CH2:11][CH2:12][N:7]([C:4]4[CH:3]=[CH:2][N:1]=[CH:6][CH:5]=4)[CH2:8][CH2:9]3)=[O:14])[CH2:20][CH2:19]2)(=[O:35])=[O:36])[CH:22]=1. Given the reactants [N:1]1[CH:6]=[CH:5][C:4]([N:7]2[CH2:12][CH2:11][CH:10]([C:13]([N:15]3[CH2:20][CH2:19][NH:18][CH2:17][CH2:16]3)=[O:14])[CH2:9][CH2:8]2)=[CH:3][CH:2]=1.[CH:21]1[C:29]2[C:28]3[CH:30]=[CH:31][CH:32]=[CH:33][C:27]=3[O:26][C:25]=2[CH:24]=[C:23]([S:34](Cl)(=[O:36])=[O:35])[CH:22]=1, predict the reaction product. (2) The product is: [CH2:1]([O:8][C:9](=[O:42])[CH2:10][C@@H:11]([N:25]1[CH:29]=[CH:28][C:27]([C:30]2[CH:35]=[CH:34][C:33]([C:36]3[CH:37]=[CH:38][CH:39]=[CH:40][CH:41]=3)=[CH:32][CH:31]=2)=[CH:26]1)[C:12]([NH:14][C@@H:15]([CH2:18][C:19]1[CH:24]=[CH:23][CH:22]=[CH:21][CH:20]=1)[CH2:16][O:17][CH3:43])=[O:13])[C:2]1[CH:7]=[CH:6][CH:5]=[CH:4][CH:3]=1. Given the reactants [CH2:1]([O:8][C:9](=[O:42])[CH2:10][C@@H:11]([N:25]1[CH:29]=[CH:28][C:27]([C:30]2[CH:35]=[CH:34][C:33]([C:36]3[CH:41]=[CH:40][CH:39]=[CH:38][CH:37]=3)=[CH:32][CH:31]=2)=[CH:26]1)[C:12]([NH:14][C@@H:15]([CH2:18][C:19]1[CH:24]=[CH:23][CH:22]=[CH:21][CH:20]=1)[CH2:16][OH:17])=[O:13])[C:2]1[CH:7]=[CH:6][CH:5]=[CH:4][CH:3]=1.[CH2:43](OC(=O)C[C@@H](NC(OC(C)(C)C)=O)C(N[C@@H](CC1C=CC=CC=1)COC)=O)C1C=CC=CC=1.C1(C2C=CC=CC=2)C=CC(C2CC(OC)OC2OC)=CC=1, predict the reaction product. (3) Given the reactants [Cl:1][C:2]1[CH:7]=[CH:6][C:5]([CH2:8][C:9]2[CH:14]=[CH:13][N:12]=[CH:11][CH:10]=2)=[CH:4][C:3]=1[S:15]([NH2:18])(=[O:17])=[O:16].Cl, predict the reaction product. The product is: [ClH:1].[Cl:1][C:2]1[CH:7]=[CH:6][C:5]([CH2:8][CH:9]2[CH2:14][CH2:13][NH:12][CH2:11][CH2:10]2)=[CH:4][C:3]=1[S:15]([NH2:18])(=[O:16])=[O:17].